Predict the reaction yield, written as a fraction of the theoretical maximum amount of product (1.0 means a 100% yield; for example, 0.34 means a 34% yield). From a dataset of Reaction yield outcomes from USPTO patents with 853,638 reactions. (1) The reactants are [OH:1][CH2:2][CH2:3][P:4]([N:9]([CH3:28])[CH2:10][CH2:11][CH2:12][N:13]([CH3:27])[C:14](=[O:26])[CH2:15][CH2:16][CH2:17][S:18][S:19][C:20]1[CH:25]=[CH:24][CH:23]=[CH:22][N:21]=1)([CH2:6][CH2:7][OH:8])=[O:5].C(Cl)Cl.[S:32](Cl)([CH3:35])(=[O:34])=[O:33]. The catalyst is CCN(CC)CC. The product is [CH3:35][S:32]([O:1][CH2:2][CH2:3][P:4]([CH2:6][CH2:7][O:8][S:32]([CH3:35])(=[O:34])=[O:33])([N:9]([CH3:28])[CH2:10][CH2:11][CH2:12][N:13]([CH3:27])[C:14](=[O:26])[CH2:15][CH2:16][CH2:17][S:18][S:19][C:20]1[CH:25]=[CH:24][CH:23]=[CH:22][N:21]=1)=[O:5])(=[O:34])=[O:33]. The yield is 0.850. (2) The reactants are [OH-].[K+].[N+:3]([C:6]1[CH:11]=[CH:10][CH:9]=[CH:8][C:7]=1[S:12]([NH:15][C:16]1[CH:21]=[CH:20][CH:19]=[CH:18][CH:17]=1)(=[O:14])=[O:13])([O-:5])=[O:4].[Br:22][C:23]1[CH:24]=[CH:25][C:26]2[N:27]([CH2:37][CH2:38][CH2:39]Br)[C:28]3[C:33]([C:34]=2[CH:35]=1)=[CH:32][C:31]([Br:36])=[CH:30][CH:29]=3. The catalyst is CN(C=O)C.CCOC(C)=O. The product is [Br:36][C:31]1[CH:30]=[CH:29][C:28]2[N:27]([CH2:37][CH2:38][CH2:39][N:15]([C:16]3[CH:17]=[CH:18][CH:19]=[CH:20][CH:21]=3)[S:12]([C:7]3[CH:8]=[CH:9][CH:10]=[CH:11][C:6]=3[N+:3]([O-:5])=[O:4])(=[O:14])=[O:13])[C:26]3[C:34]([C:33]=2[CH:32]=1)=[CH:35][C:23]([Br:22])=[CH:24][CH:25]=3. The yield is 0.355. (3) The reactants are C[N:2]([CH:6]1[CH2:11][CH2:10][NH:9][CH2:8][CH2:7]1)[C:3](=O)O.[F:12][C:13]([F:23])([F:22])[C:14]1[CH:21]=[CH:20][C:17](C=O)=[CH:16][CH:15]=1.S1C=CC=[CH:25]1.[H][H]. The catalyst is CO.[Pd]. The product is [CH3:3][NH:2][CH:6]1[CH2:7][CH2:8][N:9]([CH2:25][C:20]2[CH:17]=[CH:16][CH:15]=[C:14]([C:13]([F:12])([F:22])[F:23])[CH:21]=2)[CH2:10][CH2:11]1. The yield is 0.850. (4) The yield is 0.980. The reactants are C1C(=O)N([Br:8])C(=O)C1.[C:9]1([O:15][CH3:16])[CH:14]=[CH:13][CH:12]=[CH:11][CH:10]=1. The catalyst is [Cl-].[Cl-].[Cl-].[Cl-].[Zr+4]. The product is [Br:8][C:12]1[CH:13]=[CH:14][C:9]([O:15][CH3:16])=[CH:10][CH:11]=1. (5) The reactants are [CH2:1]([NH:8][C:9]1[C:16]([O:17][CH3:18])=[CH:15][C:12]([CH:13]=O)=[CH:11][C:10]=1[O:19][CH3:20])[C:2]1[CH:7]=[CH:6][CH:5]=[CH:4][CH:3]=1.C(O[CH:24](OCC)[CH2:25][NH:26][CH2:27][C:28]1[CH:33]=[CH:32][CH:31]=[C:30]([O:34][CH2:35][CH3:36])[C:29]=1[OH:37])C.[ClH:41].CO. The catalyst is CCO. The product is [ClH:41].[CH2:1]([NH:8][C:9]1[C:16]([O:17][CH3:18])=[CH:15][C:12]([CH2:13][C:24]2[C:33]3[C:28](=[C:29]([OH:37])[C:30]([O:34][CH2:35][CH3:36])=[CH:31][CH:32]=3)[CH:27]=[N:26][CH:25]=2)=[CH:11][C:10]=1[O:19][CH3:20])[C:2]1[CH:7]=[CH:6][CH:5]=[CH:4][CH:3]=1. The yield is 0.440. (6) The reactants are Br[C:2]1[CH:7]=[C:6]([N+:8]([O-:10])=[O:9])[CH:5]=[CH:4][C:3]=1[NH:11][C:12]([CH3:15])([CH3:14])[CH3:13].[C:16]([Si:18]([CH3:21])([CH3:20])[CH3:19])#[CH:17].N#N. The catalyst is CCN(CC)CC.Cl[Pd](Cl)([P](C1C=CC=CC=1)(C1C=CC=CC=1)C1C=CC=CC=1)[P](C1C=CC=CC=1)(C1C=CC=CC=1)C1C=CC=CC=1.[Cu]I. The product is [C:12]([NH:11][C:3]1[CH:4]=[CH:5][C:6]([N+:8]([O-:10])=[O:9])=[CH:7][C:2]=1[C:17]#[C:16][Si:18]([CH3:21])([CH3:20])[CH3:19])([CH3:15])([CH3:14])[CH3:13]. The yield is 0.160. (7) The reactants are [NH2:1][C:2]1[C:7]([O:8][CH2:9][CH3:10])=[CH:6][C:5]([CH2:11][OH:12])=[CH:4][C:3]=1[O:13][CH2:14][CH3:15]. The catalyst is CN(C=O)C.O=[Mn]=O. The product is [NH2:1][C:2]1[C:3]([O:13][CH2:14][CH3:15])=[CH:4][C:5]([CH:11]=[O:12])=[CH:6][C:7]=1[O:8][CH2:9][CH3:10]. The yield is 0.880. (8) The reactants are C[NH:2]N.[Br:4][C:5]1[CH:10]=[CH:9][C:8]([C:11](=O)/[C:12](/[C:17]2[CH:22]=[CH:21][N:20]=[CH:19][CH:18]=2)=[CH:13]/[N:14](C)[CH3:15])=[CH:7][CH:6]=1. The catalyst is CO. The product is [Br:4][C:5]1[CH:10]=[CH:9][C:8]([C:11]2[C:12]([C:17]3[CH:22]=[CH:21][N:20]=[CH:19][CH:18]=3)=[CH:13][N:14]([CH3:15])[N:2]=2)=[CH:7][CH:6]=1. The yield is 0.424.